This data is from Catalyst prediction with 721,799 reactions and 888 catalyst types from USPTO. The task is: Predict which catalyst facilitates the given reaction. Reactant: [C:1]([O:4][C@@H:5]1[C@@H:10]([O:11][C:12](=[O:14])[CH3:13])[C@H:9]([O:15][C:16](=[O:18])[CH3:17])[C@@H:8]([O:19][CH3:20])[O:7][C@H:6]1[C:21]1[CH:26]=[CH:25][C:24]([Cl:27])=[C:23]([CH2:28][C:29]2[CH:34]=[CH:33][C:32]([O:35][CH2:36][CH2:37][O:38][Si](C(C)(C)C)(C)C)=[CH:31][CH:30]=2)[CH:22]=1)(=[O:3])[CH3:2].C(O)(=O)C. Product: [C:1]([O:4][C@@H:5]1[C@@H:10]([O:11][C:12](=[O:14])[CH3:13])[C@H:9]([O:15][C:16](=[O:18])[CH3:17])[C@@H:8]([O:19][CH3:20])[O:7][C@H:6]1[C:21]1[CH:26]=[CH:25][C:24]([Cl:27])=[C:23]([CH2:28][C:29]2[CH:34]=[CH:33][C:32]([O:35][CH2:36][CH2:37][OH:38])=[CH:31][CH:30]=2)[CH:22]=1)(=[O:3])[CH3:2]. The catalyst class is: 20.